Dataset: Reaction yield outcomes from USPTO patents with 853,638 reactions. Task: Predict the reaction yield, written as a fraction of the theoretical maximum amount of product (1.0 means a 100% yield; for example, 0.34 means a 34% yield). (1) The reactants are [C:1]([O:5][C:6](=[O:22])[NH:7][C@@H:8]([CH2:11][S:12][CH2:13][C:14]1[CH:19]=[CH:18][C:17]([O:20][CH3:21])=[CH:16][CH:15]=1)[CH2:9][OH:10])([CH3:4])([CH3:3])[CH3:2].C(N(CC)CC)C.[CH3:30][C:31]([CH3:36])([CH3:35])[C:32](Cl)=[O:33].O. The catalyst is ClCCl. The product is [C:1]([O:5][C:6]([NH:7][C@@H:8]([CH2:11][S:12][CH2:13][C:14]1[CH:15]=[CH:16][C:17]([O:20][CH3:21])=[CH:18][CH:19]=1)[CH2:9][O:10][C:32](=[O:33])[C:31]([CH3:36])([CH3:35])[CH3:30])=[O:22])([CH3:4])([CH3:3])[CH3:2]. The yield is 0.950. (2) The catalyst is C1CCCCC1.C1COCC1. The yield is 0.730. The reactants are [F:1][C:2]([F:17])([F:16])[O:3][C:4]1[CH:9]=[CH:8][CH:7]=[CH:6][C:5]=1[NH:10][C:11](=[O:15])[O:12][CH2:13][CH3:14].[I:18]I. The product is [CH2:13]([O:12][C:11](=[O:15])[NH:10][C:5]1[C:4]([O:3][C:2]([F:16])([F:17])[F:1])=[CH:9][CH:8]=[CH:7][C:6]=1[I:18])[CH3:14]. (3) The reactants are [CH2:1]([O:8][CH2:9][CH2:10][O:11][CH2:12][C@:13]1([OH:24])[C@@H:18]([OH:19])[C@H:17]([OH:20])[C@@H:16]([CH2:21][OH:22])[O:15][CH:14]1[OH:23])[C:2]1[CH:7]=[CH:6][CH:5]=[CH:4][CH:3]=1.CC(O[C:29]([CH3:31])=[O:30])=O. The catalyst is N1C=CC=CC=1.CN(C1C=CN=CC=1)C.C(Cl)Cl.O. The product is [C:14]([O:23][CH:14]1[C@:13]([O:24][C:18](=[O:19])[CH3:17])([CH2:12][O:11][CH2:10][CH2:9][O:8][CH2:1][C:2]2[CH:7]=[CH:6][CH:5]=[CH:4][CH:3]=2)[C@@H:18]([O:19][C:10](=[O:11])[CH3:9])[C@H:17]([O:20][C:1](=[O:8])[CH3:2])[C@@H:16]([CH2:21][O:22][C:29](=[O:30])[CH3:31])[O:15]1)(=[O:15])[CH3:13]. The yield is 0.620. (4) The product is [NH:24]1[C:25]([C:26]2[CH:31]=[C:30]([C:2]3[C:10]4[C:5](=[CH:6][C:7]([CH:11]=[O:12])=[CH:8][CH:9]=4)[N:4]([CH2:13][O:14][CH2:15][CH2:16][Si:17]([CH3:20])([CH3:19])[CH3:18])[N:3]=3)[CH:29]=[CH:28][CH:27]=2)=[N:21][N:22]=[N:23]1. The reactants are I[C:2]1[C:10]2[C:5](=[CH:6][C:7]([CH:11]=[O:12])=[CH:8][CH:9]=2)[N:4]([CH2:13][O:14][CH2:15][CH2:16][Si:17]([CH3:20])([CH3:19])[CH3:18])[N:3]=1.[NH:21]1[C:25]([C:26]2[CH:27]=[C:28](B(O)O)[CH:29]=[CH:30][CH:31]=2)=[N:24][N:23]=[N:22]1.C([O-])([O-])=O.[Na+].[Na+]. The yield is 0.380. The catalyst is COCCOC.O.CCO.C1C=CC([P]([Pd]([P](C2C=CC=CC=2)(C2C=CC=CC=2)C2C=CC=CC=2)([P](C2C=CC=CC=2)(C2C=CC=CC=2)C2C=CC=CC=2)[P](C2C=CC=CC=2)(C2C=CC=CC=2)C2C=CC=CC=2)(C2C=CC=CC=2)C2C=CC=CC=2)=CC=1. (5) The reactants are N([O-])=O.[Na+].N[C:6]1[CH:15]=[C:14]2[C:9]([CH2:10][CH2:11][C:12](=[O:16])[NH:13]2)=[CH:8][CH:7]=1.[ClH:17].[S:18](=[O:20])=[O:19]. The catalyst is O.[Cu]Cl.C(O)(=O)C. The product is [O:16]=[C:12]1[CH2:11][CH2:10][C:9]2[C:14](=[CH:15][C:6]([S:18]([Cl:17])(=[O:20])=[O:19])=[CH:7][CH:8]=2)[NH:13]1. The yield is 0.450. (6) The reactants are [F:1][C:2]1[CH:3]=[C:4]([CH:9]2[C:17]3[O:16][C:15](=O)[NH:14][C:13](=[O:19])[C:12]=3[CH2:11][CH2:10]2)[CH:5]=[C:6]([F:8])[CH:7]=1.[OH-].[NH4+:21]. No catalyst specified. The product is [F:1][C:2]1[CH:3]=[C:4]([CH:9]2[C:17]3[NH:21][C:15](=[O:16])[NH:14][C:13](=[O:19])[C:12]=3[CH2:11][CH2:10]2)[CH:5]=[C:6]([F:8])[CH:7]=1. The yield is 1.06. (7) The reactants are [H-].[Na+].[C:3]([O:7][C:8]([NH:10][C@H:11]1[CH2:17][CH2:16][CH2:15][C@@H:14]([OH:18])[CH:13]=[CH:12]1)=[O:9])([CH3:6])([CH3:5])[CH3:4].[CH3:19]I.[OH-].[Na+]. The catalyst is C1COCC1. The product is [C:3]([O:7][C:8]([NH:10][C@H:11]1[CH2:17][CH2:16][CH2:15][C@@H:14]([O:18][CH3:19])[CH:13]=[CH:12]1)=[O:9])([CH3:6])([CH3:4])[CH3:5]. The yield is 0.420.